The task is: Predict which catalyst facilitates the given reaction.. This data is from Catalyst prediction with 721,799 reactions and 888 catalyst types from USPTO. (1) Reactant: [NH:1]([C:8]1[N:9]([C:21]2[CH:26]=[CH:25][CH:24]=[CH:23][CH:22]=2)[C:10]2[C:15]([C:16](=[O:18])[CH:17]=1)=[C:14](Cl)[N:13]=[C:12]([CH3:20])[CH:11]=2)[C:2]1[CH:7]=[CH:6][CH:5]=[CH:4][CH:3]=1. Product: [NH:1]([C:8]1[N:9]([C:21]2[CH:22]=[CH:23][CH:24]=[CH:25][CH:26]=2)[C:10]2[C:15]([C:16](=[O:18])[CH:17]=1)=[CH:14][N:13]=[C:12]([CH3:20])[CH:11]=2)[C:2]1[CH:3]=[CH:4][CH:5]=[CH:6][CH:7]=1. The catalyst class is: 591. (2) Reactant: [CH3:1][O:2][C:3]1[CH:8]=[C:7]([O:9][CH3:10])[CH:6]=[CH:5][C:4]=1[CH2:11][NH:12][C:13]([C:15]1[C:20]([OH:21])=[CH:19][C:18](=[O:22])[N:17]([CH2:23][C:24]2[CH:29]=[CH:28][CH:27]=[CH:26][CH:25]=2)[CH:16]=1)=[O:14].OC1C([C:45]([OH:47])=[O:46])=CN(CC2C=CC=CC=2)C(=O)C=1.C(Cl)CCl.C1C=CC2N(O)N=NC=2C=1.COC1C=C(OC)C=CC=1CN.[CH3:74][N:75](C)[CH:76]=[O:77]. Product: [CH3:1][O:2][C:3]1[CH:8]=[C:7]([O:9][CH3:10])[CH:6]=[CH:5][C:4]=1[CH2:11][NH:12][C:13]([C:15]1[C:20]([OH:21])=[C:19]([C:76]([NH:75][CH2:74][C:45]([OH:47])=[O:46])=[O:77])[C:18](=[O:22])[N:17]([CH2:23][C:24]2[CH:29]=[CH:28][CH:27]=[CH:26][CH:25]=2)[CH:16]=1)=[O:14]. The catalyst class is: 2. (3) Reactant: C[O:2][C:3](=[O:28])[C@@H:4]1[CH2:8][CH:7]([O:9][C:10]2[C:19]3[C:14](=[CH:15][C:16]([Cl:20])=[CH:17][CH:18]=3)[N:13]=[CH:12][CH:11]=2)[CH2:6][N:5]1[C:21]([O:23][C:24]([CH3:27])([CH3:26])[CH3:25])=[O:22].[OH-].[Na+].Cl. Product: [C:21]([N:5]1[CH2:6][CH:7]([O:9][C:10]2[C:19]3[C:14](=[CH:15][C:16]([Cl:20])=[CH:17][CH:18]=3)[N:13]=[CH:12][CH:11]=2)[CH2:8][C@H:4]1[C:3]([OH:28])=[O:2])([O:23][C:24]([CH3:27])([CH3:26])[CH3:25])=[O:22]. The catalyst class is: 5. (4) Reactant: [CH3:1][O:2][CH2:3][CH2:4][NH:5][CH2:6][C:7]1[CH:23]=[CH:22][CH:21]=[CH:20][C:8]=1[O:9][CH2:10][CH2:11][CH2:12][CH2:13][CH2:14][C:15]([O:17][CH2:18][CH3:19])=[O:16].[O:24]1[CH:28]=[CH:27][CH:26]=[C:25]1[C:29]1[CH:37]=[CH:36][C:32]([C:33](O)=[O:34])=[CH:31][CH:30]=1.C1C=CC2N(O)N=NC=2C=1. Product: [O:24]1[CH:28]=[CH:27][CH:26]=[C:25]1[C:29]1[CH:37]=[CH:36][C:32]([C:33]([N:5]([CH2:6][C:7]2[CH:23]=[CH:22][CH:21]=[CH:20][C:8]=2[O:9][CH2:10][CH2:11][CH2:12][CH2:13][CH2:14][C:15]([O:17][CH2:18][CH3:19])=[O:16])[CH2:4][CH2:3][O:2][CH3:1])=[O:34])=[CH:31][CH:30]=1. The catalyst class is: 18. (5) Reactant: [CH3:1][N:2]1[CH:6]=[CH:5][CH:4]=[N:3]1.[Cl:7][S:8](O)(=[O:10])=[O:9].N#N.S(Cl)(Cl)=O. Product: [CH3:1][N:2]1[CH:6]=[CH:5][C:4]([S:8]([Cl:7])(=[O:10])=[O:9])=[N:3]1. The catalyst class is: 6. (6) Reactant: [H-].[Al+3].[Li+].[H-].[H-].[H-].[Cl:7][C:8]1[CH:16]=[C:15]2[C:11]([C:12]([CH2:27][CH:28]([CH3:30])[CH3:29])=[CH:13][N:14]2[C:17]2[S:18][CH:19]=[C:20]([C:22](OCC)=[O:23])[N:21]=2)=[CH:10][CH:9]=1.[OH-].[Na+].CCOCC. Product: [Cl:7][C:8]1[CH:16]=[C:15]2[C:11]([C:12]([CH2:27][CH:28]([CH3:30])[CH3:29])=[CH:13][N:14]2[C:17]2[S:18][CH:19]=[C:20]([CH2:22][OH:23])[N:21]=2)=[CH:10][CH:9]=1. The catalyst class is: 1.